From a dataset of Full USPTO retrosynthesis dataset with 1.9M reactions from patents (1976-2016). Predict the reactants needed to synthesize the given product. Given the product [CH3:1][O:2][C:3](=[O:23])[C:4]([CH3:21])([CH3:22])[CH2:5][C:11]1[CH:20]=[CH:19][C:14]([C:15]([O:17][CH3:18])=[O:16])=[CH:13][N:12]=1, predict the reactants needed to synthesize it. The reactants are: [CH3:1][O:2][C:3](=[O:23])[C:4]([CH3:22])([CH3:21])[CH:5]([C:11]1[CH:20]=[CH:19][C:14]([C:15]([O:17][CH3:18])=[O:16])=[CH:13][N:12]=1)OS(C)(=O)=O.